This data is from Reaction yield outcomes from USPTO patents with 853,638 reactions. The task is: Predict the reaction yield, written as a fraction of the theoretical maximum amount of product (1.0 means a 100% yield; for example, 0.34 means a 34% yield). The reactants are [Cl:1][C:2]([F:13])([F:12])[C:3]1[N:8]=[CH:7][C:6]([CH:9](O)[CH3:10])=[CH:5][CH:4]=1.S(Cl)([Cl:16])=O. The catalyst is C(Cl)Cl. The product is [Cl:1][C:2]([F:13])([F:12])[C:3]1[CH:4]=[CH:5][C:6]([CH:9]([Cl:16])[CH3:10])=[CH:7][N:8]=1. The yield is 0.980.